From a dataset of Forward reaction prediction with 1.9M reactions from USPTO patents (1976-2016). Predict the product of the given reaction. (1) The product is: [CH3:3][S:10]([C:69]1[S:70][C:63]2[C:64](=[N:65][CH:66]=[CH:67][C:62]=2[O:61][C:60]2[CH:59]=[CH:58][C:57]([NH2:77])=[CH:56][C:55]=2[F:54])[CH:68]=1)=[O:32]. Given the reactants ClC1C=CN=C2C=C(C3N(C)C=CN=3)[S:10][C:3]=12.CN1C=CN=C1C1SC2C(=NC=CC=2[O:32]C2C=CC(NC(NC(=O)CC3C=CC=CC=3)=S)=CC=2)C=1.Cl.Cl.[F:54][C:55]1[CH:56]=[C:57]([NH:77]C(NC(=O)CC2C=CC=CC=2F)=S)[CH:58]=[CH:59][C:60]=1[O:61][C:62]1[CH:67]=[CH:66][N:65]=[C:64]2[CH:68]=[C:69](C3N(C)C=CN=3)[S:70][C:63]=12, predict the reaction product. (2) Given the reactants [N:1]1[C:6]2[NH:7][C:8]3[C:13]([C:5]=2[C:4]([C:14]2[NH:15][C:16](=O)[C:17]4[C:23]([CH:24]([CH3:29])[C:25]([F:28])([F:27])[F:26])=[CH:22][N:21]=[CH:20][C:18]=4[N:19]=2)=[CH:3][CH:2]=1)=[CH:12][CH:11]=[CH:10][CH:9]=3.[CH:31]([N:34](CC)[CH:35]([CH3:37])C)([CH3:33])C.C[N:41](C)C=O.C(C1C=C(C(C)C)C=C(C(C)C)C=1S(Cl)(=O)=O)(C)C.C(Cl)Cl.FC(F)(F)C(O)=O, predict the reaction product. The product is: [N:41]1([C:16]2[C:17]3[C:23]([CH:24]([CH3:29])[C:25]([F:28])([F:27])[F:26])=[CH:22][N:21]=[CH:20][C:18]=3[N:19]=[C:14]([C:4]3[C:5]4[C:13]5[C:8](=[CH:9][CH:10]=[CH:11][CH:12]=5)[NH:7][C:6]=4[N:1]=[CH:2][CH:3]=3)[N:15]=2)[CH2:37][CH2:35][NH:34][CH2:31][CH2:33]1. (3) Given the reactants CO[C:3](=[O:17])[C@H:4]([NH:8][CH2:9][C:10]1[CH:15]=[CH:14][C:13]([Cl:16])=[CH:12][CH:11]=1)[CH:5]([CH3:7])[CH3:6].[O-:18][C:19]#[N:20].[K+], predict the reaction product. The product is: [Cl:16][C:13]1[CH:12]=[CH:11][C:10]([CH2:9][N:8]2[CH:4]([CH:5]([CH3:6])[CH3:7])[C:3](=[O:17])[NH:20][C:19]2=[O:18])=[CH:15][CH:14]=1. (4) Given the reactants [F:1][C:2]1[CH:3]=[C:4]([CH:9]=[C:10]([O:14][CH2:15][C:16]2[CH:21]=[CH:20][CH:19]=[CH:18][CH:17]=2)[C:11]=1[O:12][CH3:13])[C:5](OC)=[O:6].[H-].[Al+3].[Li+].[H-].[H-].[H-].[OH-].[Na+].S([O-])([O-])(=O)=O.[Mg+2], predict the reaction product. The product is: [F:1][C:2]1[CH:3]=[C:4]([CH2:5][OH:6])[CH:9]=[C:10]([O:14][CH2:15][C:16]2[CH:17]=[CH:18][CH:19]=[CH:20][CH:21]=2)[C:11]=1[O:12][CH3:13]. (5) The product is: [CH:17]([N:20]1[C:24]([C:25]2[N:34]=[C:33]3[C:32]4[CH:35]=[C:36]([S:39]([N:7]5[CH2:8][CH2:9][N:4]([CH:1]([CH3:3])[CH3:2])[CH2:5][CH2:6]5)(=[O:41])=[O:40])[CH:37]=[CH:38][C:31]=4[O:30][CH2:29][CH2:28][N:27]3[CH:26]=2)=[N:23][CH:22]=[N:21]1)([CH3:19])[CH3:18]. Given the reactants [CH:1]([N:4]1[CH2:9][CH2:8][NH:7][CH2:6][CH2:5]1)([CH3:3])[CH3:2].CCN(CC)CC.[CH:17]([N:20]1[C:24]([C:25]2[N:34]=[C:33]3[N:27]([CH2:28][CH2:29][O:30][C:31]4[CH:38]=[CH:37][C:36]([S:39](Cl)(=[O:41])=[O:40])=[CH:35][C:32]=43)[CH:26]=2)=[N:23][CH:22]=[N:21]1)([CH3:19])[CH3:18], predict the reaction product. (6) Given the reactants [OH:1][CH2:2][CH:3]([CH3:28])[O:4][C:5]1[CH:13]=[C:12]2[C:8]([CH:9]=[CH:10][N:11]2[C:14]2[N:18]([CH3:19])[N:17]=[C:16]([CH3:20])[C:15]=2/[CH:21]=[CH:22]/[C:23]([O:25][CH2:26][CH3:27])=[O:24])=[CH:7][CH:6]=1.[H-].[Na+].[CH3:31]I.O, predict the reaction product. The product is: [CH3:31][O:1][CH2:2][CH:3]([CH3:28])[O:4][C:5]1[CH:13]=[C:12]2[C:8]([CH:9]=[CH:10][N:11]2[C:14]2[N:18]([CH3:19])[N:17]=[C:16]([CH3:20])[C:15]=2/[CH:21]=[CH:22]/[C:23]([O:25][CH2:26][CH3:27])=[O:24])=[CH:7][CH:6]=1. (7) Given the reactants C(OC([NH:11][CH2:12][CH2:13][C:14]1[CH:19]=[CH:18][CH:17]=[CH:16][C:15]=1[C:20]1[CH:25]=[CH:24][C:23]([C@H:26]2[C@H:31]([C:32]3[CH:37]=[CH:36][N:35]([CH3:38])[C:34](=[O:39])[CH:33]=3)[CH2:30][CH2:29][N:28]([C:40]([O:42][C:43]([CH3:46])([CH3:45])[CH3:44])=[O:41])[CH2:27]2)=[C:22]([Cl:47])[CH:21]=1)=O)C1C=CC=CC=1, predict the reaction product. The product is: [NH2:11][CH2:12][CH2:13][C:14]1[CH:19]=[CH:18][CH:17]=[CH:16][C:15]=1[C:20]1[CH:25]=[CH:24][C:23]([C@H:26]2[C@H:31]([C:32]3[CH:37]=[CH:36][N:35]([CH3:38])[C:34](=[O:39])[CH:33]=3)[CH2:30][CH2:29][N:28]([C:40]([O:42][C:43]([CH3:45])([CH3:44])[CH3:46])=[O:41])[CH2:27]2)=[C:22]([Cl:47])[CH:21]=1.